Dataset: Forward reaction prediction with 1.9M reactions from USPTO patents (1976-2016). Task: Predict the product of the given reaction. (1) Given the reactants C([O:8][C:9]1[CH:30]=[CH:29][C:12]([O:13][CH2:14][CH2:15][C:16]2[CH:21]=[CH:20][C:19]([CH2:22][CH:23]([Cl:28])[C:24]([O:26][CH3:27])=[O:25])=[CH:18][CH:17]=2)=[CH:11][CH:10]=1)C1C=CC=CC=1.CSC.B(F)(F)F.CCOCC.O, predict the reaction product. The product is: [Cl:28][CH:23]([CH2:22][C:19]1[CH:20]=[CH:21][C:16]([CH2:15][CH2:14][O:13][C:12]2[CH:11]=[CH:10][C:9]([OH:8])=[CH:30][CH:29]=2)=[CH:17][CH:18]=1)[C:24]([O:26][CH3:27])=[O:25]. (2) Given the reactants [NH:1]1[C:5]2[CH:6]=[CH:7][C:8]([C:10]([OH:12])=O)=[CH:9][C:4]=2[N:3]=[CH:2]1.[CH3:13][O:14][C:15]1[C:20]2[C@H:21]3[C@H:26]([CH2:27][CH2:28][C:19]=2[CH:18]=[CH:17][CH:16]=1)[NH:25][CH2:24][CH2:23][CH2:22]3, predict the reaction product. The product is: [NH:1]1[C:5]2[CH:6]=[CH:7][C:8]([C:10]([N:25]3[C@@H:26]4[C@H:21]([C:20]5[C:15]([O:14][CH3:13])=[CH:16][CH:17]=[CH:18][C:19]=5[CH2:28][CH2:27]4)[CH2:22][CH2:23][CH2:24]3)=[O:12])=[CH:9][C:4]=2[N:3]=[CH:2]1.